From a dataset of CYP2C19 inhibition data for predicting drug metabolism from PubChem BioAssay. Regression/Classification. Given a drug SMILES string, predict its absorption, distribution, metabolism, or excretion properties. Task type varies by dataset: regression for continuous measurements (e.g., permeability, clearance, half-life) or binary classification for categorical outcomes (e.g., BBB penetration, CYP inhibition). Dataset: cyp2c19_veith. (1) The compound is N/C(=N\OC(=O)c1cccc(Br)c1)c1ccc(Br)cc1. The result is 0 (non-inhibitor). (2) The compound is COC(=O)c1ccc(/C=N\NC(=O)c2ccc(C)cc2Cl)cc1. The result is 1 (inhibitor). (3) The drug is CC1CCC(NC(=O)CC(C)(C)Cc2nc3ccccc3c(=O)[nH]2)CC1. The result is 1 (inhibitor). (4) The drug is O=C(c1cnccn1)N1CCC2(CC1)CN(c1ccccn1)C2. The result is 0 (non-inhibitor). (5) The molecule is CCC(=O)[C@@H](c1ccccc1)c1ccccn1. The result is 0 (non-inhibitor). (6) The drug is COc1ccc(C(=O)N2CCC[C@@]3(CCN(c4ccccn4)C3)C2)cc1. The result is 0 (non-inhibitor). (7) The drug is CNc1cnn(-c2ccccc2)c(=O)c1Cl. The result is 0 (non-inhibitor). (8) The drug is Cc1ccccc1OCCCn1c(=O)sc2ccccc21. The result is 1 (inhibitor). (9) The compound is CCOc1cc(/C=C2/C(=O)N(c3ccccc3)N=C2C)ccc1OC(=O)c1ccco1. The result is 1 (inhibitor). (10) The compound is CN1CCN(C(=O)O[C@@H]2c3nccnc3C(=O)N2c2ccc(Cl)cn2)CC1. The result is 1 (inhibitor).